This data is from Forward reaction prediction with 1.9M reactions from USPTO patents (1976-2016). The task is: Predict the product of the given reaction. (1) Given the reactants [CH2:1]([C:3]1[CH:8]=[C:7]([OH:9])[CH:6]=[CH:5][C:4]=1[C:10]1[N:14]=[C:13]([C:15]2[CH:16]=[CH:17][C:18]([O:23][CH:24]([CH3:26])[CH3:25])=[C:19]([CH:22]=2)[C:20]#[N:21])[O:12][N:11]=1)[CH3:2].C(=O)([O-])[O-].[K+].[K+].[Br:33][CH2:34][CH2:35]Br, predict the reaction product. The product is: [Br:33][CH2:34][CH2:35][O:9][C:7]1[CH:6]=[CH:5][C:4]([C:10]2[N:14]=[C:13]([C:15]3[CH:16]=[CH:17][C:18]([O:23][CH:24]([CH3:25])[CH3:26])=[C:19]([CH:22]=3)[C:20]#[N:21])[O:12][N:11]=2)=[C:3]([CH2:1][CH3:2])[CH:8]=1. (2) Given the reactants N1CCCCC1.C1C2C(COC([N:24]3[CH2:29][CH2:28][S:27][CH2:26][C@H:25]3[C:30](=[O:49])[NH:31][CH2:32][C:33]3[CH:38]=[C:37]([Cl:39])[CH:36]=[CH:35][C:34]=3[CH2:40][NH:41][C:42]([O:44][C:45]([CH3:48])([CH3:47])[CH3:46])=[O:43])=O)C3C(=CC=CC=3)C=2C=CC=1, predict the reaction product. The product is: [C:45]([O:44][C:42](=[O:43])[NH:41][CH2:40][C:34]1[CH:35]=[CH:36][C:37]([Cl:39])=[CH:38][C:33]=1[CH2:32][NH:31][C:30]([C@@H:25]1[CH2:26][S:27][CH2:28][CH2:29][NH:24]1)=[O:49])([CH3:48])([CH3:46])[CH3:47]. (3) Given the reactants [C:1]12([CH3:13])[C:7]([CH3:9])([CH3:8])[CH:4]([CH2:5][CH2:6]1)[CH2:3][CH:2]2[O:10][CH:11]=[CH2:12].[C:14]([OH:19])(=[O:18])[C:15]([CH3:17])=[CH2:16], predict the reaction product. The product is: [C:1]12([CH3:13])[C:7]([CH3:8])([CH3:9])[CH:4]([CH2:5][CH2:6]1)[CH2:3][CH:2]2[O:10][CH:11]([O:19][C:14](=[O:18])[C:15]([CH3:17])=[CH2:16])[CH3:12]. (4) Given the reactants C[O:2][C:3]1[C:8]([C:9]2[N:10](C(OC(C)(C)C)=O)[C:11]3[C:16]([C:17]=2[C:18]2[CH:23]=[CH:22][CH:21]=[CH:20][CH:19]=2)=[CH:15][C:14]([C:24](=[O:35])[NH:25][CH2:26][CH2:27][CH2:28][N:29]2[CH2:34][CH2:33][O:32][CH2:31][CH2:30]2)=[CH:13][CH:12]=3)=[CH:7][CH:6]=[CH:5][N:4]=1, predict the reaction product. The product is: [O:32]1[CH2:31][CH2:30][N:29]([CH2:28][CH2:27][CH2:26][NH:25][C:24]([C:14]2[CH:15]=[C:16]3[C:11](=[CH:12][CH:13]=2)[NH:10][C:9]([C:8]2[C:3](=[O:2])[NH:4][CH:5]=[CH:6][CH:7]=2)=[C:17]3[C:18]2[CH:23]=[CH:22][CH:21]=[CH:20][CH:19]=2)=[O:35])[CH2:34][CH2:33]1.